Task: Predict which catalyst facilitates the given reaction.. Dataset: Catalyst prediction with 721,799 reactions and 888 catalyst types from USPTO (1) Reactant: C(OC([N:6]1[CH2:12][CH:11]([NH:13][CH2:14][C:15]2[CH:20]=[CH:19][CH:18]=[CH:17][CH:16]=2)[C:10]2=[N:21][C:22]([C:26]3[CH:31]=[CH:30][N:29]=[CH:28][N:27]=3)=[CH:23][C:24](=[O:25])[N:9]2[CH2:8][CH2:7]1)=O)C.[BrH:32]. Product: [BrH:32].[CH2:14]([NH:13][CH:11]1[C:10]2=[N:21][C:22]([C:26]3[CH:31]=[CH:30][N:29]=[CH:28][N:27]=3)=[CH:23][C:24](=[O:25])[N:9]2[CH2:8][CH2:7][NH:6][CH2:12]1)[C:15]1[CH:16]=[CH:17][CH:18]=[CH:19][CH:20]=1. The catalyst class is: 15. (2) Reactant: [F:1][C:2]1[CH:7]=[CH:6][C:5]([S:8]([O-:10])=[O:9])=[CH:4][CH:3]=1.[Na+].Br[CH2:13][C:14]1[CH:19]=[CH:18][C:17]([I:20])=[CH:16][CH:15]=1. Product: [F:1][C:2]1[CH:7]=[CH:6][C:5]([S:8]([CH2:13][C:14]2[CH:19]=[CH:18][C:17]([I:20])=[CH:16][CH:15]=2)(=[O:10])=[O:9])=[CH:4][CH:3]=1. The catalyst class is: 35. (3) The catalyst class is: 20. Reactant: [C:1]([O:5][C:6]([N:8]1[CH2:13][CH2:12][CH:11]([OH:14])[CH2:10][CH2:9]1)=[O:7])([CH3:4])([CH3:3])[CH3:2].C(N(CC)CC)C.[CH3:22][S:23](Cl)(=[O:25])=[O:24]. Product: [C:1]([O:5][C:6]([N:8]1[CH2:13][CH2:12][CH:11]([O:14][S:23]([CH3:22])(=[O:25])=[O:24])[CH2:10][CH2:9]1)=[O:7])([CH3:4])([CH3:2])[CH3:3]. (4) Reactant: C[O:2][C:3]([C:5]1[N:6]=[CH:7][C:8]2[C:9](=[O:23])[N:10]([CH2:16][C:17]3[CH:22]=[CH:21][CH:20]=[CH:19][CH:18]=3)[CH:11]=[CH:12][C:13]=2[C:14]=1[OH:15])=[O:4].[OH-].[Na+].CO.Cl. Product: [CH2:16]([N:10]1[C:9](=[O:23])[C:8]2[CH:7]=[N:6][C:5]([C:3]([OH:4])=[O:2])=[C:14]([OH:15])[C:13]=2[CH:12]=[CH:11]1)[C:17]1[CH:22]=[CH:21][CH:20]=[CH:19][CH:18]=1. The catalyst class is: 1. (5) Reactant: COC1C=C(OC)C=CC=1C[N:6]([C:31]1[CH:36]=[CH:35][N:34]=[CH:33][N:32]=1)[S:7]([C:10]1[CH:15]=[CH:14][C:13]([O:16][C@H:17]2[CH2:22][CH2:21][CH2:20][CH2:19][C@@H:18]2[C:23]2[N:27]([CH2:28][CH3:29])[N:26]=[CH:25][CH:24]=2)=[CH:12][C:11]=1[F:30])(=[O:9])=[O:8].C([SiH](CC)CC)C.FC(F)(F)C(O)=O. Product: [CH2:28]([N:27]1[C:23]([C@H:18]2[CH2:19][CH2:20][CH2:21][CH2:22][C@@H:17]2[O:16][C:13]2[CH:14]=[CH:15][C:10]([S:7]([NH:6][C:31]3[CH:36]=[CH:35][N:34]=[CH:33][N:32]=3)(=[O:8])=[O:9])=[C:11]([F:30])[CH:12]=2)=[CH:24][CH:25]=[N:26]1)[CH3:29]. The catalyst class is: 4. (6) Reactant: [Br:1][C:2]1[C:11]([O:12][CH2:13][C@@H:14]2[CH2:16][O:15]2)=[C:10]2[C:5]([CH:6]=[CH:7][C:8]([O:17]C)=[N:9]2)=[N:4][CH:3]=1.FC(F)(F)S([O-])(=O)=O.[Yb+3].FC(F)(F)S([O-])(=O)=O.FC(F)(F)S([O-])(=O)=O.C(=O)([O-])O.[Na+]. Product: [Br:1][C:2]1[CH:3]=[N:4][C:5]2[CH:6]=[CH:7][C:8](=[O:17])[N:9]3[C@H:14]([CH2:16][OH:15])[CH2:13][O:12][C:11]=1[C:10]=23. The catalyst class is: 410. (7) Reactant: C(OC(=O)C(N)[C@@H](C(OC(C)(C)C)=O)C(N[C@@H](CC1C=CC=CC=1)COC)=O)C1C=CC=CC=1.[C:35]1([C:50]2[CH:55]=[CH:54][CH:53]=[CH:52][CH:51]=2)[CH:40]=[CH:39][C:38]([C:41]2[O:42][C:43]([CH2:46][C:47]([OH:49])=O)=[CH:44][CH:45]=2)=[CH:37][CH:36]=1.FC(F)(F)C(O)=O.[CH3:63][NH:64][C:65](=[O:72])[C@H:66]([C:68]([CH3:71])([CH3:70])[CH3:69])[NH2:67].F[P-](F)(F)(F)(F)F.N1(O[P+](N(C)C)(N(C)C)N(C)C)C2C=CC=CC=2N=N1. Product: [CH3:69][C:68]([CH3:71])([CH3:70])[C@H:66]([NH:67][C:47](=[O:49])[CH2:46][C:43]1[O:42][C:41]([C:38]2[CH:37]=[CH:36][C:35]([C:50]3[CH:55]=[CH:54][CH:53]=[CH:52][CH:51]=3)=[CH:40][CH:39]=2)=[CH:45][CH:44]=1)[C:65](=[O:72])[NH:64][CH3:63]. The catalyst class is: 100. (8) Reactant: [CH2:1]([C:4]1([C:10]([NH:12][C:13]2[CH:18]=[CH:17][CH:16]=[C:15]([Cl:19])[CH:14]=2)=[O:11])[CH2:9][CH2:8][NH:7][CH2:6][CH2:5]1)[CH:2]=[CH2:3].Cl[C:21]1[C:22]2[C:29]([CH3:30])=[CH:28][NH:27][C:23]=2[N:24]=[CH:25][N:26]=1.C(N(CC)C(C)C)(C)C.C(O)(C)C. Product: [CH2:1]([C:4]1([C:10]([NH:12][C:13]2[CH:18]=[CH:17][CH:16]=[C:15]([Cl:19])[CH:14]=2)=[O:11])[CH2:9][CH2:8][N:7]([C:21]2[C:22]3[C:29]([CH3:30])=[CH:28][NH:27][C:23]=3[N:24]=[CH:25][N:26]=2)[CH2:6][CH2:5]1)[CH:2]=[CH2:3]. The catalyst class is: 2. (9) Reactant: [CH3:1][N:2]1[CH2:7][CH2:6][N:5]([C:8]2[CH:13]=[CH:12][N:11]=[C:10]([C:14]3[CH:19]=[C:18]([OH:20])[CH:17]=[C:16]([CH2:21][N:22]([CH3:30])[CH2:23][C:24]4[CH:29]=[CH:28][CH:27]=[CH:26][N:25]=4)[N:15]=3)[CH:9]=2)[CH2:4][CH2:3]1.[CH3:31][I:32]. Product: [I-:32].[OH:20][C:18]1[CH:17]=[C:16]([CH2:21][N:22]([CH3:30])[CH2:23][C:24]2[CH:29]=[CH:28][CH:27]=[CH:26][N:25]=2)[N:15]=[C:14]([C:10]2[CH:9]=[C:8]([N:5]3[CH2:4][CH2:3][N+:2]([CH3:31])([CH3:1])[CH2:7][CH2:6]3)[CH:13]=[CH:12][N:11]=2)[CH:19]=1. The catalyst class is: 10. (10) Reactant: [C:1]([NH:4][C:5]1[CH:14]=[C:13](B2OC(C)(C)C(C)(C)O2)[CH:12]=[CH:11][C:6]=1[C:7]([O:9][CH3:10])=[O:8])(=[O:3])[CH3:2].Br[C:25]1[CH:26]=[CH:27][C:28]2[N:29]([C:31]([C:34]3[CH:41]=[CH:40][C:37]([C:38]#[N:39])=[CH:36][CH:35]=3)=[CH:32][N:33]=2)[CH:30]=1.[O-]P([O-])([O-])=O.[K+].[K+].[K+].O. Product: [C:1]([NH:4][C:5]1[CH:14]=[C:13]([C:25]2[CH:26]=[CH:27][C:28]3[N:29]([C:31]([C:34]4[CH:41]=[CH:40][C:37]([C:38]#[N:39])=[CH:36][CH:35]=4)=[CH:32][N:33]=3)[CH:30]=2)[CH:12]=[CH:11][C:6]=1[C:7]([O:9][CH3:10])=[O:8])(=[O:3])[CH3:2]. The catalyst class is: 77.